From a dataset of Catalyst prediction with 721,799 reactions and 888 catalyst types from USPTO. Predict which catalyst facilitates the given reaction. Reactant: [OH:1][CH:2]1[O:21][C@H:20]([CH2:22][OH:23])[C@@H:7]([O:8][C@@H:9]2[O:17][C@H:16]([CH2:18][OH:19])[C@H:14]([OH:15])[C@H:12]([OH:13])[C@H:10]2[OH:11])[C@H:5]([OH:6])[C@H:3]1[OH:4].[CH2:24]([OH:46])[C@H:25]1[O:30][C@H:29]([O:31][C@]2(CO)O[C@H](CO)[C@@H](O)[C@@H]2O)[C@H:28]([OH:43])[C@@H:27]([OH:44])[C@@H:26]1O.C1C(=O)NC(=O)N([C@@H]2O[C@H](COP(OP(O[C@H]3O[C@H](CO)[C@@H](O)[C@H](O)[C@H]3O)(O)=O)(O)=O)[C@@H](O)[C@H]2O)C=1.C1N(CCS(O)(=O)=O)CCOC1.[Mg+2].[Cl-].[Cl-].CCC(COC(C(N(CC[NH+](C)C)C)=O)(C1C=CC=CC=1)C1C=CC=CC=1)CC.[Cl-].[NH4+].[OH-]. Product: [CH2:18]([OH:19])[C@H:16]1[O:17][C@H:9]([O:8][C@@H:7]2[C@H:5]([OH:6])[C@@H:3]([OH:4])[C@H:2]([O:1][C@H:26]3[C@H:27]([OH:44])[C@@H:28]([OH:43])[CH:29]([OH:31])[O:30][C@@H:25]3[CH2:24][OH:46])[O:21][C@@H:20]2[CH2:22][OH:23])[C@H:10]([OH:11])[C@@H:12]([OH:13])[C@H:14]1[OH:15]. The catalyst class is: 666.